From a dataset of Full USPTO retrosynthesis dataset with 1.9M reactions from patents (1976-2016). Predict the reactants needed to synthesize the given product. (1) Given the product [CH3:12][S:13]([O:9][CH2:6][CH2:17][CH2:18][N:19]1[CH2:22][CH2:23][C:25]2[C:21](=[CH:2][CH:3]=[CH:4][CH:24]=2)[CH2:20]1)(=[O:15])=[O:14], predict the reactants needed to synthesize it. The reactants are: Br[CH2:2][CH2:3][CH2:4]O.[C:6]([O-:9])([O-])=O.[K+].[K+].[CH3:12][S:13](Cl)(=[O:15])=[O:14].[CH3:17][CH2:18][N:19]([CH2:22][CH3:23])[CH2:20][CH3:21].[CH3:24][C:25]#N. (2) Given the product [C:26]([O:25][CH:19]([C:6]1[C:5]([CH3:30])=[CH:4][C:3]2[C:8](=[CH:9][CH:10]=[C:11]([F:31])[CH:2]=2)[C:7]=1[C:12]1[CH:13]=[CH:14][C:15]([Cl:18])=[CH:16][CH:17]=1)[C:20]([OH:22])=[O:21])([CH3:28])([CH3:29])[CH3:27], predict the reactants needed to synthesize it. The reactants are: Br[C:2]1[CH:11]=[CH:10][CH:9]=[C:8]2[C:3]=1[CH:4]=[C:5]([CH3:30])[C:6]([CH:19]([O:25][C:26]([CH3:29])([CH3:28])[CH3:27])[C:20]([O:22]CC)=[O:21])=[C:7]2[C:12]1[CH:17]=[CH:16][C:15]([Cl:18])=[CH:14][CH:13]=1.[F:31]C1C=C2C(=CC=1)C(=O)CC(C)C2.